This data is from Forward reaction prediction with 1.9M reactions from USPTO patents (1976-2016). The task is: Predict the product of the given reaction. (1) Given the reactants [H-].[Al+3].[Li+].[H-].[H-].[H-].[CH3:7][C:8]1[CH:39]=[CH:38][C:11]([CH2:12][N:13]2[C:21]3[C:16](=[CH:17][C:18]([C:22]4[CH:27]=[CH:26][C:25]([O:28][C:29]([F:32])([F:31])[F:30])=[CH:24][CH:23]=4)=[CH:19][CH:20]=3)[CH:15]=[C:14]2[C:33](OCC)=[O:34])=[CH:10][CH:9]=1, predict the reaction product. The product is: [CH3:7][C:8]1[CH:9]=[CH:10][C:11]([CH2:12][N:13]2[C:21]3[C:16](=[CH:17][C:18]([C:22]4[CH:27]=[CH:26][C:25]([O:28][C:29]([F:31])([F:32])[F:30])=[CH:24][CH:23]=4)=[CH:19][CH:20]=3)[CH:15]=[C:14]2[CH2:33][OH:34])=[CH:38][CH:39]=1. (2) Given the reactants [C:1]([N:8]1[CH2:13][CH2:12][C:11](=[O:14])[CH2:10][CH2:9]1)([O:3][C:4]([CH3:7])([CH3:6])[CH3:5])=[O:2].[BH4-].[Na+], predict the reaction product. The product is: [C:4]([O:3][C:1]([N:8]1[CH2:13][CH2:12][CH:11]([OH:14])[CH2:10][CH2:9]1)=[O:2])([CH3:7])([CH3:5])[CH3:6]. (3) Given the reactants [OH:1][C:2]1[N:9]=[CH:8][C:7]([C:10]([F:13])([F:12])[F:11])=[CH:6][C:3]=1[CH:4]=O.C([O-])=O.[Na+].Cl.[NH2:19]O, predict the reaction product. The product is: [OH:1][C:2]1[N:9]=[CH:8][C:7]([C:10]([F:13])([F:12])[F:11])=[CH:6][C:3]=1[C:4]#[N:19]. (4) Given the reactants [CH2:1]([O:8][C@H:9]([CH3:13])[C:10]([OH:12])=O)[C:2]1[CH:7]=[CH:6][CH:5]=[CH:4][CH:3]=1.CN1CCOCC1.ClC(OCC(C)C)=O.[NH2:29][C:30]1[CH:35]=[C:34]([O:36][C:37]2[C:42]([F:43])=[CH:41][C:40]([NH:44][C:45]([C:47]3([C:50]([NH:52][C:53]4[CH:58]=[CH:57][C:56]([F:59])=[CH:55][CH:54]=4)=[O:51])[CH2:49][CH2:48]3)=[O:46])=[C:39]([F:60])[CH:38]=2)[CH:33]=[CH:32][N:31]=1, predict the reaction product. The product is: [CH2:1]([O:8][C@H:9]([CH3:13])[C:10]([NH:29][C:30]1[CH:35]=[C:34]([O:36][C:37]2[C:42]([F:43])=[CH:41][C:40]([NH:44][C:45]([C:47]3([C:50]([NH:52][C:53]4[CH:54]=[CH:55][C:56]([F:59])=[CH:57][CH:58]=4)=[O:51])[CH2:49][CH2:48]3)=[O:46])=[C:39]([F:60])[CH:38]=2)[CH:33]=[CH:32][N:31]=1)=[O:12])[C:2]1[CH:3]=[CH:4][CH:5]=[CH:6][CH:7]=1. (5) Given the reactants [C:1]1([CH3:10])[CH:6]=[CH:5][C:4]([C:7](Cl)=[O:8])=[CH:3][CH:2]=1.[OH:11][CH2:12][CH2:13][CH2:14][N:15]([CH3:33])[C:16](=[O:32])[O:17][CH2:18][CH:19]1[C:31]2[CH:30]=[CH:29][CH:28]=[CH:27][C:26]=2[C:25]2[C:20]1=[CH:21][CH:22]=[CH:23][CH:24]=2, predict the reaction product. The product is: [CH3:10][C:1]1[CH:6]=[CH:5][C:4]([C:7]([O:11][CH2:12][CH2:13][CH2:14][N:15]([CH3:33])[C:16](=[O:32])[O:17][CH2:18][CH:19]2[C:20]3[CH:21]=[CH:22][CH:23]=[CH:24][C:25]=3[C:26]3[C:31]2=[CH:30][CH:29]=[CH:28][CH:27]=3)=[O:8])=[CH:3][CH:2]=1. (6) Given the reactants Br[C:2]1[C:3]([NH2:16])=[N:4][CH:5]=[C:6]([C:8]2[C:13]([CH3:14])=[CH:12][CH:11]=[CH:10][C:9]=2[CH3:15])[N:7]=1.C(=O)([O-])[O-].[Na+].[Na+].[NH2:23][C:24]1[CH:29]=[CH:28][CH:27]=[CH:26][CH:25]=1, predict the reaction product. The product is: [CH3:15][C:9]1[CH:10]=[CH:11][CH:12]=[C:13]([CH3:14])[C:8]=1[C:6]1[N:7]=[C:2]([NH:23][C:24]2[CH:29]=[CH:28][CH:27]=[CH:26][CH:25]=2)[C:3]([NH2:16])=[N:4][CH:5]=1. (7) Given the reactants [CH3:1][C:2]1[CH:3]=[CH:4][C:5]([NH:9][C:10]2[C:11]([C:17]([NH2:19])=[O:18])=[N:12][NH:13][C:14](=[O:16])[CH:15]=2)=[N:6][C:7]=1[CH3:8].[H-].[Na+].Br[CH2:23][CH2:24][N:25]1[C:33](=[O:34])[C:32]2[C:27](=[CH:28][CH:29]=[CH:30][CH:31]=2)[C:26]1=[O:35], predict the reaction product. The product is: [CH3:1][C:2]1[CH:3]=[CH:4][C:5]([NH:9][C:10]2[CH:15]=[C:14]([O:16][CH2:23][CH2:24][N:25]3[C:26](=[O:35])[C:27]4[C:32](=[CH:31][CH:30]=[CH:29][CH:28]=4)[C:33]3=[O:34])[N:13]=[N:12][C:11]=2[C:17]([NH2:19])=[O:18])=[N:6][C:7]=1[CH3:8]. (8) Given the reactants [Cl:1][C:2]1[C:6]([Cl:7])=[C:5]([CH3:8])[NH:4][C:3]=1[C:9]([NH:11][C@@H:12]1[CH2:17][CH2:16][N:15]([C:18]2[S:19][C:20]3[C:26]([C:27]([OH:29])=O)=[CH:25][CH:24]=[CH:23][C:21]=3[N:22]=2)[CH2:14][C@@H:13]1[N:30]1[CH:34]=[CH:33][N:32]=[N:31]1)=[O:10].C[N:36](C(ON1N=NC2C=CC=NC1=2)=[N+](C)C)C.F[P-](F)(F)(F)(F)F.CCN(C(C)C)C(C)C.N.[NH4+].[Cl-], predict the reaction product. The product is: [Cl:1][C:2]1[C:6]([Cl:7])=[C:5]([CH3:8])[NH:4][C:3]=1[C:9]([NH:11][C@@H:12]1[CH2:17][CH2:16][N:15]([C:18]2[S:19][C:20]3[C:26]([C:27]([NH2:36])=[O:29])=[CH:25][CH:24]=[CH:23][C:21]=3[N:22]=2)[CH2:14][C@@H:13]1[N:30]1[CH:34]=[CH:33][N:32]=[N:31]1)=[O:10].